Dataset: Reaction yield outcomes from USPTO patents with 853,638 reactions. Task: Predict the reaction yield, written as a fraction of the theoretical maximum amount of product (1.0 means a 100% yield; for example, 0.34 means a 34% yield). (1) The reactants are N(C(OCC)=O)=NC(OCC)=O.[C:13]([C:17]1[CH:22]=[CH:21][C:20]([OH:23])=[CH:19][CH:18]=1)([CH3:16])([CH3:15])[CH3:14].O[CH2:25][CH2:26][N:27]1[C:31](=[O:32])[C:30]2=[CH:33][CH:34]=[CH:35][CH:36]=[C:29]2[C:28]1=[O:37].C1(P(C2C=CC=CC=2)C2C=CC=CC=2)C=CC=CC=1. The catalyst is O1CCCC1.C(OCC)(=O)C. The product is [C:13]([C:17]1[CH:18]=[CH:19][C:20]([O:23][CH2:25][CH2:26][N:27]2[C:28](=[O:37])[C:29]3[C:30](=[CH:33][CH:34]=[CH:35][CH:36]=3)[C:31]2=[O:32])=[CH:21][CH:22]=1)([CH3:16])([CH3:14])[CH3:15]. The yield is 0.200. (2) The product is [CH3:1][O:2][C:3]1[CH:4]=[C:5]2[C:10](=[CH:11][C:12]=1[O:13][CH3:14])[N:9]=[CH:8][N:7]=[C:6]2[O:15][C:16]1[CH:17]=[CH:18][C:19]([NH:22][CH2:23][CH2:24][O:25][C:26]2[CH:31]=[CH:30][CH:29]=[CH:28][CH:27]=2)=[CH:20][CH:21]=1. The yield is 0.800. The catalyst is O1CCCC1. The reactants are [CH3:1][O:2][C:3]1[CH:4]=[C:5]2[C:10](=[CH:11][C:12]=1[O:13][CH3:14])[N:9]=[CH:8][N:7]=[C:6]2[O:15][C:16]1[CH:21]=[CH:20][C:19]([NH:22][C:23](=O)[CH2:24][O:25][C:26]2[CH:31]=[CH:30][CH:29]=[CH:28][CH:27]=2)=[CH:18][CH:17]=1.Cl.[OH-].[Na+]. (3) The reactants are [CH:1]([C@H:14]1[O:19][CH2:18][C@@H:17]([NH2:20])[CH2:16][CH2:15]1)([C:8]1[CH:13]=[CH:12][CH:11]=[CH:10][CH:9]=1)[C:2]1[CH:7]=[CH:6][CH:5]=[CH:4][CH:3]=1.[F:21][C:22]1[CH:23]=[C:24]([CH:27]=[CH:28][C:29]=1[F:30])[CH:25]=O.C(O)(=O)C.[BH3-]C#N.[Na+]. The catalyst is ClCCCl.CO. The product is [CH:1]([C@H:14]1[O:19][CH2:18][C@@H:17]([NH:20][CH2:25][C:24]2[CH:27]=[CH:28][C:29]([F:30])=[C:22]([F:21])[CH:23]=2)[CH2:16][CH2:15]1)([C:8]1[CH:13]=[CH:12][CH:11]=[CH:10][CH:9]=1)[C:2]1[CH:3]=[CH:4][CH:5]=[CH:6][CH:7]=1. The yield is 0.800. (4) The reactants are [CH3:1][N:2]1[CH2:7][CH2:6][N:5]([C:8]2[CH:9]=[CH:10][C:11]([N+:19]([O-])=O)=[C:12]([NH:14][S:15]([CH3:18])(=[O:17])=[O:16])[CH:13]=2)[CH2:4][CH2:3]1.O.NN.[C:25]1([CH3:35])[CH:30]=[CH:29][C:28]([S:31]([Cl:34])(=[O:33])=[O:32])=[CH:27][CH:26]=1.C(Cl)Cl.CO. The catalyst is C1COCC1.[Ni]. The product is [ClH:34].[CH3:35][C:25]1[CH:30]=[CH:29][C:28]([S:31]([NH:19][C:11]2[CH:10]=[CH:9][C:8]([N:5]3[CH2:6][CH2:7][N:2]([CH3:1])[CH2:3][CH2:4]3)=[CH:13][C:12]=2[NH:14][S:15]([CH3:18])(=[O:17])=[O:16])(=[O:33])=[O:32])=[CH:27][CH:26]=1. The yield is 0.280. (5) The reactants are [CH3:1][O:2][C:3]([CH:5]1[C:10](=[O:11])[CH2:9][CH2:8][N:7]([C:12]([O:14][C:15]([CH3:18])([CH3:17])[CH3:16])=[O:13])[CH2:6]1)=[O:4].C(=O)([O-])[O-].[K+].[K+].[CH2:25](Br)[C:26]1[CH:31]=[CH:30][CH:29]=[CH:28][CH:27]=1. The catalyst is O1CCCC1. The product is [CH3:1][O:2][C:3]([C:5]1([CH2:25][C:26]2[CH:31]=[CH:30][CH:29]=[CH:28][CH:27]=2)[C:10](=[O:11])[CH2:9][CH2:8][N:7]([C:12]([O:14][C:15]([CH3:18])([CH3:17])[CH3:16])=[O:13])[CH2:6]1)=[O:4]. The yield is 0.692. (6) The catalyst is CO. The product is [ClH:4].[CH3:5][C:6]1[C:7]([N:24]2[CH2:29][CH2:28][O:27][CH2:26][CH2:25]2)=[C:8]([CH2:15][NH2:16])[CH:9]=[C:10]([N+:12]([O-:14])=[O:13])[CH:11]=1. The reactants are C([Cl:4])(=O)C.[CH3:5][C:6]1[C:7]([N:24]2[CH2:29][CH2:28][O:27][CH2:26][CH2:25]2)=[C:8]([CH2:15][NH:16]C(=O)OC(C)(C)C)[CH:9]=[C:10]([N+:12]([O-:14])=[O:13])[CH:11]=1. The yield is 0.990. (7) The reactants are [NH2:1][C:2]1[CH:10]=[CH:9][CH:8]=[CH:7][C:3]=1[C:4]([NH2:6])=O.COC1C=CC(P2(=S)SP(C3C=CC(OC)=CC=3)(=S)[S:20]2)=CC=1. The catalyst is C1COCC1. The product is [NH2:1][C:2]1[CH:10]=[CH:9][CH:8]=[CH:7][C:3]=1[C:4](=[S:20])[NH2:6]. The yield is 0.550. (8) The reactants are B(Br)(Br)Br.C[O:6][C:7]1[CH:8]=[C:9]([C:15]([C@@H:17]2[C@:26]3([CH3:27])[C@H:21]([C:22]([CH3:29])([CH3:28])[CH2:23][CH2:24][CH2:25]3)[CH2:20][C@H:19]([CH2:30][NH:31][C:32](=[O:34])[CH3:33])[C@H:18]2[CH3:35])=[O:16])[CH:10]=[C:11]([O:13]C)[CH:12]=1. The catalyst is C(Cl)Cl. The product is [OH:6][C:7]1[CH:8]=[C:9]([C:15]([C@@H:17]2[C@:26]3([CH3:27])[C@H:21]([C:22]([CH3:28])([CH3:29])[CH2:23][CH2:24][CH2:25]3)[CH2:20][C@H:19]([CH2:30][NH:31][C:32](=[O:34])[CH3:33])[C@H:18]2[CH3:35])=[O:16])[CH:10]=[C:11]([OH:13])[CH:12]=1. The yield is 1.00.